This data is from Reaction yield outcomes from USPTO patents with 853,638 reactions. The task is: Predict the reaction yield, written as a fraction of the theoretical maximum amount of product (1.0 means a 100% yield; for example, 0.34 means a 34% yield). (1) The catalyst is CN1C(=O)CCC1. The yield is 0.500. The product is [CH3:71][N:72]([CH3:77])[CH2:73][CH2:74][N:75]([CH3:76])[C:32](=[O:34])[C:31]1[CH:35]=[CH:36][C:28]([NH:27][C:26]([NH:25][C:22]2[CH:21]=[CH:20][C:19]([C:9]3[N:10]=[C:11]([N:13]4[CH2:14][CH2:15][O:16][CH2:17][CH2:18]4)[N:12]=[C:7]([N:4]4[CH2:5][CH2:6][O:1][CH2:2][CH2:3]4)[N:8]=3)=[CH:24][CH:23]=2)=[O:37])=[CH:29][CH:30]=1. The reactants are [O:1]1[CH2:6][CH2:5][N:4]([C:7]2[N:12]=[C:11]([N:13]3[CH2:18][CH2:17][O:16][CH2:15][CH2:14]3)[N:10]=[C:9]([C:19]3[CH:24]=[CH:23][C:22]([NH:25][C:26](=[O:37])[NH:27][C:28]4[CH:36]=[CH:35][C:31]([C:32]([OH:34])=O)=[CH:30][CH:29]=4)=[CH:21][CH:20]=3)[N:8]=2)[CH2:3][CH2:2]1.CCN(C(C)C)C(C)C.CN(C(ON1N=NC2C=CC=CC1=2)=[N+](C)C)C.F[P-](F)(F)(F)(F)F.[CH3:71][N:72]([CH3:77])[CH2:73][CH2:74][NH:75][CH3:76]. (2) The reactants are [Cl:1][C:2]1[CH:3]=[CH:4][C:5]([CH2:8]O)=[N:6][CH:7]=1.S(Cl)([Cl:12])=O.C(=O)([O-])O.[Na+]. The catalyst is ClCCl. The product is [Cl:1][C:2]1[CH:3]=[CH:4][C:5]([CH2:8][Cl:12])=[N:6][CH:7]=1. The yield is 0.780. (3) The reactants are [CH3:1][C:2]([CH3:31])([CH3:30])[CH2:3][C:4]([NH:6][C:7]1[C:8]([CH3:29])=[C:9](B(O)O)[C:10]2[O:14][CH2:13][CH:12]([C:15]3[CH:20]=[CH:19][C:18]([CH:21]([CH3:23])[CH3:22])=[CH:17][CH:16]=3)[C:11]=2[C:24]=1[CH3:25])=[O:5].Br[C:33]1[CH:34]=[N:35][CH:36]=[N:37][CH:38]=1. No catalyst specified. The product is [CH:21]([C:18]1[CH:19]=[CH:20][C:15]([CH:12]2[C:11]3[C:24]([CH3:25])=[C:7]([NH:6][C:4](=[O:5])[CH2:3][C:2]([CH3:31])([CH3:30])[CH3:1])[C:8]([CH3:29])=[C:9]([C:33]4[CH:34]=[N:35][CH:36]=[N:37][CH:38]=4)[C:10]=3[O:14][CH2:13]2)=[CH:16][CH:17]=1)([CH3:23])[CH3:22]. The yield is 0.770. (4) The reactants are [NH2:1][C:2]1[C:3]([C:12]([OH:14])=[O:13])=[CH:4][C:5]2[CH2:6][CH2:7][CH2:8][CH2:9][C:10]=2[CH:11]=1.C(=O)([O-])[O-].[Na+].[Na+].[C:21](Cl)(=O)[C:22]1[CH:27]=[CH:26][CH:25]=[CH:24][CH:23]=1. The product is [C:22]1([C:21]2[O:13][C:12](=[O:14])[C:3]3[CH:4]=[C:5]4[C:10]([CH2:9][CH2:8][CH2:7][CH2:6]4)=[CH:11][C:2]=3[N:1]=2)[CH:27]=[CH:26][CH:25]=[CH:24][CH:23]=1. The yield is 0.445. No catalyst specified. (5) The product is [CH3:1][O:2][C:3](=[O:27])[CH2:4][C:5]1[CH:10]=[CH:9][C:8]([C:11]#[C:12][C:13]2[CH:22]=[CH:21][C:20]3[C:19]([O:23][S:45]([C:44]([F:57])([F:56])[F:43])(=[O:47])=[O:46])=[CH:18][CH2:17][C:16]([CH3:24])([CH3:25])[C:15]=3[CH:14]=2)=[CH:7][C:6]=1[F:26]. The reactants are [CH3:1][O:2][C:3](=[O:27])[CH2:4][C:5]1[CH:10]=[CH:9][C:8]([C:11]#[C:12][C:13]2[CH:22]=[CH:21][C:20]3[C:19](=[O:23])[CH2:18][CH2:17][C:16]([CH3:25])([CH3:24])[C:15]=3[CH:14]=2)=[CH:7][C:6]=1[F:26].C(C1C=C(C)C=C(C(C)(C)C)N=1)(C)(C)C.[F:43][C:44]([F:57])([F:56])[S:45](O[S:45]([C:44]([F:57])([F:56])[F:43])(=[O:47])=[O:46])(=[O:47])=[O:46]. The yield is 0.840. The catalyst is ClCCl.O. (6) The reactants are [CH2:1]([NH:3][C:4]([NH:6][C:7]1[CH:12]=[CH:11][C:10]([C:13]2[N:14]=[C:15]([N:23]3[CH2:28][CH2:27][O:26][CH2:25][C@@H:24]3[CH3:29])[C:16]3[CH2:22][CH2:21][NH:20][CH2:19][C:17]=3[N:18]=2)=[CH:9][CH:8]=1)=[O:5])[CH3:2].Br[CH2:31][CH3:32].CCN(C(C)C)C(C)C. The product is [CH2:1]([NH:3][C:4]([NH:6][C:7]1[CH:8]=[CH:9][C:10]([C:13]2[N:14]=[C:15]([N:23]3[CH2:28][CH2:27][O:26][CH2:25][C@@H:24]3[CH3:29])[C:16]3[CH2:22][CH2:21][N:20]([CH2:31][CH3:32])[CH2:19][C:17]=3[N:18]=2)=[CH:11][CH:12]=1)=[O:5])[CH3:2]. The catalyst is CN(C=O)C. The yield is 0.570.